The task is: Predict the reaction yield, written as a fraction of the theoretical maximum amount of product (1.0 means a 100% yield; for example, 0.34 means a 34% yield).. This data is from Reaction yield outcomes from USPTO patents with 853,638 reactions. (1) The reactants are [CH3:1][C:2]1[CH:7]=[C:6]([CH3:8])[N:5]2[N:9]=[C:10]([SH:12])[N:11]=[C:4]2[N:3]=1.[CH:13]1[CH:18]=[CH:17][C:16]([O:19][CH2:20][CH2:21]Br)=[CH:15][CH:14]=1. No catalyst specified. The product is [CH3:1][C:2]1[CH:7]=[C:6]([CH3:8])[N:5]2[N:9]=[C:10]([S:12][CH2:21][CH2:20][O:19][C:16]3[CH:17]=[CH:18][CH:13]=[CH:14][CH:15]=3)[N:11]=[C:4]2[N:3]=1. The yield is 0.650. (2) The reactants are Cl[C:2]1[N:7]=[CH:6][N:5]=[C:4]([NH:8][CH2:9][C:10]2[CH:15]=[CH:14][C:13]([O:16][CH3:17])=[C:12]([O:18][CH:19]3[CH2:23][CH2:22][CH2:21][CH2:20]3)[CH:11]=2)[CH:3]=1.B([C:27]1[CH:38]=[CH:37][C:30]([CH2:31][C@@H:32]([C:34]([OH:36])=[O:35])[NH2:33])=[CH:29][CH:28]=1)(O)O.C(=O)([O-])[O-].[Na+].[Na+]. The catalyst is Cl[Pd](Cl)([P](C1C=CC=CC=1)(C1C=CC=CC=1)C1C=CC=CC=1)[P](C1C=CC=CC=1)(C1C=CC=CC=1)C1C=CC=CC=1.C(#N)C. The product is [NH2:33][CH:32]([CH2:31][C:30]1[CH:37]=[CH:38][C:27]([C:2]2[CH:3]=[C:4]([NH:8][CH2:9][C:10]3[CH:15]=[CH:14][C:13]([O:16][CH3:17])=[C:12]([O:18][CH:19]4[CH2:23][CH2:22][CH2:21][CH2:20]4)[CH:11]=3)[N:5]=[CH:6][N:7]=2)=[CH:28][CH:29]=1)[C:34]([OH:36])=[O:35]. The yield is 0.0600. (3) The reactants are CN1CCN(C2C=CC(NC3C4N(N=CN=4)C(C4C=C(C(N)=O)SC=4)=CN=3)=CC=2)CC1.[C:32]([O:36][C:37](=[O:61])[N:38]([C:51]1[C:52]2[N:53]([N:58]=[CH:59][N:60]=2)[C:54](Br)=[CH:55][N:56]=1)[C:39]1[CH:44]=[CH:43][C:42]([N:45]2[CH2:50][CH2:49][O:48][CH2:47][CH2:46]2)=[CH:41][CH:40]=1)([CH3:35])([CH3:34])[CH3:33].[O:62]=[S:63]1(=[O:82])[C:67]2[CH:68]=[C:69](B3OC(C)(C)C(C)(C)O3)[CH:70]=[CH:71][C:66]=2[C:65](=[O:81])[NH:64]1.C([O-])([O-])=O.[Na+].[Na+]. The catalyst is O1CCOCC1.C1C=CC([P]([Pd]([P](C2C=CC=CC=2)(C2C=CC=CC=2)C2C=CC=CC=2)([P](C2C=CC=CC=2)(C2C=CC=CC=2)C2C=CC=CC=2)[P](C2C=CC=CC=2)(C2C=CC=CC=2)C2C=CC=CC=2)(C2C=CC=CC=2)C2C=CC=CC=2)=CC=1. The product is [C:32]([O:36][C:37](=[O:61])[N:38]([C:39]1[CH:44]=[CH:43][C:42]([N:45]2[CH2:50][CH2:49][O:48][CH2:47][CH2:46]2)=[CH:41][CH:40]=1)[C:51]1[C:52]2[N:53]([N:58]=[CH:59][N:60]=2)[C:54]([C:69]2[CH:70]=[CH:71][C:66]3[C:65](=[O:81])[NH:64][S:63](=[O:62])(=[O:82])[C:67]=3[CH:68]=2)=[CH:55][N:56]=1)([CH3:35])([CH3:34])[CH3:33]. The yield is 0.440. (4) The reactants are [Br:1][C:2]1[C:3]([N:21]2[CH2:26][CH2:25][CH2:24][C@@H:23]([NH:27]C(=O)OC(C)(C)C)[CH2:22]2)=[C:4]2[C:10]([NH:11][C:12](=[O:20])[C:13]3[CH:18]=[CH:17][C:16]([CH3:19])=[N:15][CH:14]=3)=[CH:9][NH:8][C:5]2=[N:6][CH:7]=1.C(O)(C(F)(F)F)=O.C(Cl)[Cl:43]. No catalyst specified. The product is [ClH:43].[NH2:27][C@@H:23]1[CH2:24][CH2:25][CH2:26][N:21]([C:3]2[C:2]([Br:1])=[CH:7][N:6]=[C:5]3[NH:8][CH:9]=[C:10]([NH:11][C:12](=[O:20])[C:13]4[CH:18]=[CH:17][C:16]([CH3:19])=[N:15][CH:14]=4)[C:4]=23)[CH2:22]1. The yield is 0.330. (5) The reactants are [ClH:1].[CH3:2][O:3][C:4]1[C:9]([O:10][CH3:11])=[CH:8][CH:7]=[CH:6][C:5]=1[NH:12]C(=O)OC(C)(C)C. The catalyst is CCOCC. The product is [ClH:1].[CH3:2][O:3][C:4]1[C:9]([O:10][CH3:11])=[CH:8][CH:7]=[CH:6][C:5]=1[NH2:12]. The yield is 0.870. (6) The reactants are [H-].[H-].[H-].[H-].[Li+].[Al+3].C(O[C:15](=O)[NH:16][C@H:17]1[CH2:22][CH2:21][C@H:20]([OH:23])[CH2:19][CH2:18]1)C1C=CC=CC=1.[O-]S([O-])(=O)=O.[Na+].[Na+].O. The catalyst is C1COCC1. The product is [CH3:15][NH:16][C@H:17]1[CH2:22][CH2:21][C@H:20]([OH:23])[CH2:19][CH2:18]1. The yield is 0.460. (7) The reactants are [C:1]([CH2:3][CH2:4][C:5]1[S:9][C:8]([C:10]2[NH:11][C:12]3[C:17]([CH:18]=2)=[CH:16][CH:15]=[CH:14][C:13]=3[N:19]([CH3:28])[S:20]([C:23]2[S:24][CH:25]=[CH:26][CH:27]=2)(=[O:22])=[O:21])=[N:7][CH:6]=1)#[N:2].C([Sn](=O)CCCC)CCC.C[Si]([N:43]=[N+:44]=[N-:45])(C)C. The catalyst is O1CCCC1. The product is [CH3:28][N:19]([C:13]1[CH:14]=[CH:15][CH:16]=[C:17]2[C:12]=1[NH:11][C:10]([C:8]1[S:9][C:5]([CH2:4][CH2:3][C:1]3[N:43]=[N:44][NH:45][N:2]=3)=[CH:6][N:7]=1)=[CH:18]2)[S:20]([C:23]1[S:24][CH:25]=[CH:26][CH:27]=1)(=[O:22])=[O:21]. The yield is 0.670. (8) The reactants are [N:1]1([C:7]2[CH:12]=[CH:11][C:10]([NH:13][C:14]([C:16]3[N:21]=[C:20]([CH2:22][N:23]([CH3:42])[CH2:24][CH2:25][O:26][CH2:27][CH2:28][O:29][CH2:30][CH2:31][O:32][CH2:33][CH2:34][C:35]([O:37]C(C)(C)C)=[O:36])[CH:19]=[CH:18][CH:17]=3)=[O:15])=[C:9]([C:43](=[O:60])[NH:44][C:45]3[CH:49]=[CH:48][N:47]([C:50]4[CH:55]=[CH:54][CH:53]=[C:52]([C:56]([F:59])([F:58])[F:57])[CH:51]=4)[N:46]=3)[CH:8]=2)[CH2:6][CH2:5][CH2:4][CH2:3][CH2:2]1.FC(F)(F)C(O)=O. The catalyst is ClCCl. The product is [CH3:42][N:23]([CH2:24][CH2:25][O:26][CH2:27][CH2:28][O:29][CH2:30][CH2:31][O:32][CH2:33][CH2:34][C:35]([OH:37])=[O:36])[CH2:22][C:20]1[CH:19]=[CH:18][CH:17]=[C:16]([C:14](=[O:15])[NH:13][C:10]2[CH:11]=[CH:12][C:7]([N:1]3[CH2:2][CH2:3][CH2:4][CH2:5][CH2:6]3)=[CH:8][C:9]=2[C:43](=[O:60])[NH:44][C:45]2[CH:49]=[CH:48][N:47]([C:50]3[CH:55]=[CH:54][CH:53]=[C:52]([C:56]([F:57])([F:58])[F:59])[CH:51]=3)[N:46]=2)[N:21]=1. The yield is 0.130. (9) The reactants are [CH3:1][C:2]1[CH:11]=[CH:10][C:9]2[C:4](=[CH:5][CH:6]=[CH:7][C:8]=2[O:12][CH2:13][CH2:14][N:15]2[CH2:20][CH2:19][N:18](C(OC(C)(C)C)=O)[CH2:17][CH2:16]2)[N:3]=1.Cl.C(OCC)C. The yield is 0.910. The catalyst is C(O)C. The product is [CH3:1][C:2]1[CH:11]=[CH:10][C:9]2[C:4](=[CH:5][CH:6]=[CH:7][C:8]=2[O:12][CH2:13][CH2:14][N:15]2[CH2:20][CH2:19][NH:18][CH2:17][CH2:16]2)[N:3]=1.